From a dataset of Full USPTO retrosynthesis dataset with 1.9M reactions from patents (1976-2016). Predict the reactants needed to synthesize the given product. (1) Given the product [C:21]([O:20][C:18]([N:16]1[CH2:17][C@H:13]2[C@@H:14]([N:5]([CH2:4][C:3]([OH:30])=[O:32])[C:6](=[O:29])[C:7]3[C:8]([C:25]([F:28])([F:26])[F:27])=[CH:9][CH:10]=[CH:11][C:12]=32)[CH2:15]1)=[O:19])([CH3:22])([CH3:24])[CH3:23], predict the reactants needed to synthesize it. The reactants are: CN[C:3](=[O:30])[CH2:4][N:5]1[C@H:14]2[CH2:15][N:16]([C:18]([O:20][C:21]([CH3:24])([CH3:23])[CH3:22])=[O:19])[CH2:17][C@@H:13]2[C:12]2[CH:11]=[CH:10][CH:9]=[C:8]([C:25]([F:28])([F:27])[F:26])[C:7]=2[C:6]1=[O:29].Cl.[O:32]1CCOCC1. (2) Given the product [CH3:25][N:22]1[CH2:23][CH2:24][CH:19]([N:16]2[CH2:15][CH2:14][N:13]([C:11](=[O:12])[CH2:10][C:8]3[N:9]=[C:5]([NH:4][C:32]([C:30]4[S:31][C:27]([Cl:26])=[CH:28][CH:29]=4)=[O:33])[S:6][CH:7]=3)[CH2:18][CH2:17]2)[CH2:20][CH2:21]1, predict the reactants needed to synthesize it. The reactants are: Br.Br.Br.[NH2:4][C:5]1[S:6][CH:7]=[C:8]([CH2:10][C:11]([N:13]2[CH2:18][CH2:17][N:16]([CH:19]3[CH2:24][CH2:23][N:22]([CH3:25])[CH2:21][CH2:20]3)[CH2:15][CH2:14]2)=[O:12])[N:9]=1.[Cl:26][C:27]1[S:31][C:30]([C:32](O)=[O:33])=[CH:29][CH:28]=1. (3) Given the product [Cl:1][C:2]1[C:7]([NH:8][S:9]([CH3:12])(=[O:10])=[O:11])=[CH:6][C:5]([C:13]2[CH:21]=[C:20]3[C:16]([CH:17]=[N:18][NH:19]3)=[C:15]([C:32]3[O:33][C:34]([CH2:37][N:39]4[CH2:44][CH2:43][O:42][CH2:41][CH2:40]4)=[N:35][N:36]=3)[CH:14]=2)=[CH:4][N:3]=1, predict the reactants needed to synthesize it. The reactants are: [Cl:1][C:2]1[C:7]([NH:8][S:9]([CH3:12])(=[O:11])=[O:10])=[CH:6][C:5]([C:13]2[CH:21]=[C:20]3[C:16]([CH:17]=[N:18][N:19]3S(C3C=CC(C)=CC=3)(=O)=O)=[C:15]([C:32]3[O:33][C:34]([CH2:37]Cl)=[N:35][N:36]=3)[CH:14]=2)=[CH:4][N:3]=1.[NH:39]1[CH2:44][CH2:43][O:42][CH2:41][CH2:40]1.[OH-].[Na+]. (4) Given the product [Cl:13][C:7]1[CH:6]=[C:5]2[C:10]([C:11](=[O:12])[C:21]([CH2:40][NH:43][C:32](=[O:34])[C:31]3[CH:35]=[CH:36][C:28]([N:25]4[CH2:24][CH2:23][O:22][CH2:27][CH2:26]4)=[CH:37][CH:30]=3)=[CH:3][N:4]2[C:14]2[CH:19]=[CH:18][CH:17]=[CH:16][C:15]=2[Cl:20])=[CH:9][CH:8]=1, predict the reactants needed to synthesize it. The reactants are: NC1[C:11](=[O:12])[C:10]2[C:5](=[CH:6][C:7]([Cl:13])=[CH:8][CH:9]=2)[N:4]([C:14]2[CH:19]=[CH:18][CH:17]=[CH:16][C:15]=2[Cl:20])[C:3]=1[CH3:21].[O:22]1[CH2:27][CH2:26][N:25]([C:28]2[CH:36]=[CH:35][C:31]([C:32]([OH:34])=O)=[CH:30]N=2)[CH2:24][CH2:23]1.[CH2:37](Cl)Cl.[CH:40]([N:43](CC)C(C)C)(C)C. (5) Given the product [CH2:36]([O:35][C:33](=[O:34])[NH:18][C:4]1[CH:3]=[C:2]([F:1])[C:7]([NH:8][CH2:9][C:10]2[CH:15]=[CH:14][C:13]([F:16])=[CH:12][CH:11]=2)=[CH:6][C:5]=1[NH2:17])[CH3:37], predict the reactants needed to synthesize it. The reactants are: [F:1][C:2]1[C:7]([NH:8][CH2:9][C:10]2[CH:15]=[CH:14][C:13]([F:16])=[CH:12][CH:11]=2)=[CH:6][C:5]([NH2:17])=[C:4]([N+:18]([O-])=O)[CH:3]=1.[Cl-].[NH4+].CCN(C(C)C)C(C)C.Cl[C:33]([O:35][CH2:36][CH3:37])=[O:34].